This data is from Full USPTO retrosynthesis dataset with 1.9M reactions from patents (1976-2016). The task is: Predict the reactants needed to synthesize the given product. (1) Given the product [CH3:1][O:2][C:3]1[CH:4]=[CH:5][C:6]2[N:14]3[C:9]([CH2:10][CH2:11][CH2:12][CH2:13]3)=[C:8]([CH:15]=[CH:26][N+:23]([O-:25])=[O:24])[C:7]=2[N:17]=1, predict the reactants needed to synthesize it. The reactants are: [CH3:1][O:2][C:3]1[CH:4]=[CH:5][C:6]2[N:14]3[C:9]([CH2:10][CH2:11][CH2:12][CH2:13]3)=[C:8]([CH:15]=O)[C:7]=2[N:17]=1.C([O-])(=O)C.[NH4+].[N+:23]([CH3:26])([O-:25])=[O:24]. (2) Given the product [Br:3][C:4]1[C:12]2[C:7](=[N:8][CH:9]=[N:10][C:11]=2[O:13][CH3:14])[N:6]([CH2:22][O:21][CH2:20][CH2:19][Si:16]([CH3:18])([CH3:17])[CH3:15])[N:5]=1, predict the reactants needed to synthesize it. The reactants are: [H-].[Na+].[Br:3][C:4]1[C:12]2[C:7](=[N:8][CH:9]=[N:10][C:11]=2[O:13][CH3:14])[NH:6][N:5]=1.[CH3:15][Si:16]([CH2:19][CH2:20][O:21][CH2:22]Cl)([CH3:18])[CH3:17].O. (3) Given the product [Cl:20][C:13]1[C:14]([C:18]#[CH:19])=[CH:15][CH:16]=[CH:17][C:12]=1[O:11][CH:8]([C:7]1[NH:3][CH2:2][CH2:1][N:4]=1)[CH2:9][CH3:10], predict the reactants needed to synthesize it. The reactants are: [CH2:1]([NH2:4])[CH2:2][NH2:3].CO[C:7](=N)[CH:8]([O:11][C:12]1[CH:17]=[CH:16][CH:15]=[C:14]([C:18]#[CH:19])[C:13]=1[Cl:20])[CH2:9][CH3:10].Cl. (4) The reactants are: Cl.[O:2]=[C:3]1[N:12]([CH2:13][CH2:14][CH2:15][N:16]([CH2:20][CH2:21][CH2:22][CH2:23][NH:24][CH2:25][CH2:26][CH2:27][N:28]2[C:37](=[O:38])[C:36]3[C:31](=[CH:32][CH:33]=[CH:34][CH:35]=3)[NH:30][C:29]2=[O:39])[C:17](=[O:19])[CH3:18])[C:11](=[O:40])[C:10]2[C:5](=[CH:6][CH:7]=[CH:8][CH:9]=2)[NH:4]1.Cl[C:42]([O:44][CH2:45][CH3:46])=[O:43].C(OC(=O)C)(=O)C. Given the product [CH2:45]([O:44][C:42](=[O:43])[N:24]([CH2:23][CH2:22][CH2:21][CH2:20][N:16]([C:17](=[O:19])[CH3:18])[CH2:15][CH2:14][CH2:13][N:12]1[C:11](=[O:40])[C:10]2[C:5](=[CH:6][CH:7]=[CH:8][CH:9]=2)[NH:4][C:3]1=[O:2])[CH2:25][CH2:26][CH2:27][N:28]1[C:37](=[O:38])[C:36]2[C:31](=[CH:32][CH:33]=[CH:34][CH:35]=2)[NH:30][C:29]1=[O:39])[CH3:46], predict the reactants needed to synthesize it. (5) Given the product [O:17]=[C:16]1[C:6]2[C:7](=[CH:8][C:9]([C:10]([OH:12])=[O:11])=[CH:4][CH:5]=2)[C:13](=[O:14])[NH:3][NH:2]1, predict the reactants needed to synthesize it. The reactants are: O.[NH2:2][NH2:3].[CH:4]1[C:9]([C:10]([OH:12])=[O:11])=[CH:8][C:7]2[C:13](O[C:16](=[O:17])[C:6]=2[CH:5]=1)=[O:14]. (6) Given the product [C:1]([O:5][C:6]([N:8]1[CH2:12][C@H:11]([CH2:13][CH2:14][C:15]2[C:20]3[C:19](=[CH:52][CH:53]=[CH:54][CH:55]=3)[CH:18]=[CH:17][CH:16]=2)[C@@H:10]([C:21](=[O:43])[NH:22][C@:23]2([C:28]([NH:30][S:31]([C:34]3[CH:35]=[CH:36][CH:37]=[C:38]4[C:42]=3[NH:41][CH:40]=[CH:39]4)(=[O:32])=[O:33])=[O:29])[CH2:25][C@H:24]2[CH:26]=[CH2:27])[CH2:9]1)=[O:7])([CH3:2])([CH3:3])[CH3:4], predict the reactants needed to synthesize it. The reactants are: [C:1]([O:5][C:6]([N:8]1[CH2:12][C@H:11]([CH2:13][CH2:14][C:15]2[CH:20]=[CH:19][CH:18]=[CH:17][CH:16]=2)[C@@H:10]([C:21](=[O:43])[NH:22][C@:23]2([C:28]([NH:30][S:31]([C:34]3[CH:35]=[CH:36][CH:37]=[C:38]4[C:42]=3[NH:41][CH:40]=[CH:39]4)(=[O:33])=[O:32])=[O:29])[CH2:25][C@H:24]2[CH:26]=[CH2:27])[CH2:9]1)=[O:7])([CH3:4])([CH3:3])[CH3:2].C(OC(N1[CH2:55][C@H:54](CCC2C3C(=CC=CC=3)C=CC=2)[C@@H:53](C(O)=O)[CH2:52]1)=O)(C)(C)C.Cl.NC1(C(NS(C2C=CC=C3C=2NC=C3)(=O)=O)=O)CC1.C(OC(C)(C)C)=O. (7) Given the product [C:1]([O:5][C:6](=[O:17])[NH:7][CH2:8][C:9]1[CH:14]=[C:13]([CH2:15][Br:19])[CH:12]=[CH:11][N:10]=1)([CH3:4])([CH3:3])[CH3:2], predict the reactants needed to synthesize it. The reactants are: [C:1]([O:5][C:6](=[O:17])[NH:7][CH2:8][C:9]1[CH:14]=[C:13]([CH2:15]O)[CH:12]=[CH:11][N:10]=1)([CH3:4])([CH3:3])[CH3:2].C(Br)(Br)(Br)[Br:19].C1(P(C2C=CC=CC=2)C2C=CC=CC=2)C=CC=CC=1. (8) Given the product [C:22]([C@@H:20]([C@H:18]([C:17]([OH:26])=[O:25])[OH:19])[OH:21])([OH:24])=[O:23].[CH:12]12[CH2:16][CH:1]([CH2:15][NH:14][CH2:13]1)[C:2]1[CH:3]=[C:4]3[C:9]([N:8]=[CH:7][CH:6]=[N:5]3)=[CH:10][C:11]2=1, predict the reactants needed to synthesize it. The reactants are: [CH:1]12[CH2:16][CH:12]([CH2:13][NH:14][CH2:15]1)[C:11]1[CH:10]=[C:9]3[C:4]([N:5]=[CH:6][CH:7]=[N:8]3)=[CH:3][C:2]2=1.[C:17]([OH:26])(=[O:25])[C@@H:18]([C@H:20]([C:22]([OH:24])=[O:23])[OH:21])[OH:19]. (9) Given the product [CH2:1]([N:8]1[C:13](=[O:14])[C:12]([I:28])=[C:11]([N:15]=[CH:16][N:17]([CH3:19])[CH3:18])[N:10]([CH2:20][C:21]2[CH:22]=[CH:23][CH:24]=[CH:25][CH:26]=2)[C:9]1=[O:27])[C:2]1[CH:7]=[CH:6][CH:5]=[CH:4][CH:3]=1, predict the reactants needed to synthesize it. The reactants are: [CH2:1]([N:8]1[C:13](=[O:14])[CH:12]=[C:11]([N:15]=[CH:16][N:17]([CH3:19])[CH3:18])[N:10]([CH2:20][C:21]2[CH:26]=[CH:25][CH:24]=[CH:23][CH:22]=2)[C:9]1=[O:27])[C:2]1[CH:7]=[CH:6][CH:5]=[CH:4][CH:3]=1.[I:28]N1C(=O)CCC1=O.